This data is from Reaction yield outcomes from USPTO patents with 853,638 reactions. The task is: Predict the reaction yield, written as a fraction of the theoretical maximum amount of product (1.0 means a 100% yield; for example, 0.34 means a 34% yield). (1) The reactants are C[O:2][C:3](=O)[C:4]1[CH:9]=[CH:8][C:7]([NH:10][CH2:11][C:12]2[C:13]([C:18]3[CH:23]=[CH:22][CH:21]=[C:20]([F:24])[CH:19]=3)=[N:14][O:15][C:16]=2[CH3:17])=[N:6][CH:5]=1.[CH:26]1([NH2:29])[CH2:28][CH2:27]1. No catalyst specified. The product is [CH:26]1([NH:29][C:3](=[O:2])[C:4]2[CH:9]=[CH:8][C:7]([NH:10][CH2:11][C:12]3[C:13]([C:18]4[CH:23]=[CH:22][CH:21]=[C:20]([F:24])[CH:19]=4)=[N:14][O:15][C:16]=3[CH3:17])=[N:6][CH:5]=2)[CH2:28][CH2:27]1. The yield is 0.840. (2) The reactants are [F:1][C:2]([F:13])([F:12])[C:3]1[CH:4]=[C:5]([CH2:9][C:10]#[N:11])[CH:6]=[CH:7][CH:8]=1.CO[CH:16](OC)[N:17]([CH3:19])[CH3:18].CN(C)CCN(C)C. No catalyst specified. The product is [CH3:18][N:17]([CH3:19])[CH:16]=[C:9]([C:5]1[CH:6]=[CH:7][CH:8]=[C:3]([C:2]([F:1])([F:12])[F:13])[CH:4]=1)[C:10]#[N:11]. The yield is 0.500. (3) The reactants are Br[C:2]1[CH:7]=[C:6]([CH3:8])[CH:5]=[CH:4][N:3]=1.[CH2:9]([Mg]Br)[CH2:10][CH2:11][CH2:12][CH3:13]. The catalyst is C1C=CC(P(C2C=CC=CC=2)[C-]2C=CC=C2)=CC=1.C1C=CC(P(C2C=CC=CC=2)[C-]2C=CC=C2)=CC=1.Cl[Pd]Cl.[Fe+2].C1COCC1. The product is [CH3:8][C:6]1[CH:5]=[CH:4][N:3]=[C:2]([CH2:9][CH2:10][CH2:11][CH2:12][CH3:13])[CH:7]=1. The yield is 0.449. (4) The reactants are Br[CH2:2][C:3]1[C:4]([C:13]([F:16])([F:15])[F:14])=[N:5][N:6]([C:9]([CH3:12])([CH3:11])[CH3:10])[C:7]=1[Cl:8].O.[SH-:18].[Na+].O. The catalyst is CN(C)C=O. The product is [C:9]([N:6]1[C:7]([Cl:8])=[C:3]([CH2:2][SH:18])[C:4]([C:13]([F:16])([F:15])[F:14])=[N:5]1)([CH3:12])([CH3:11])[CH3:10]. The yield is 0.870. (5) The reactants are C([O:3][C:4]([C:6]1[C:7]([C:12]2[CH:17]=[CH:16][C:15]([F:18])=[CH:14][CH:13]=2)=[N:8][O:9][C:10]=1[CH3:11])=[O:5])C.[CH:19](=O)[C:20]1[CH:25]=[CH:24][CH:23]=[CH:22][CH:21]=1.[O-]CC.[Na+].Cl. The catalyst is C(O)C. The product is [F:18][C:15]1[CH:14]=[CH:13][C:12]([C:7]2[C:6]([C:4]([OH:3])=[O:5])=[C:10](/[CH:11]=[CH:19]/[C:20]3[CH:25]=[CH:24][CH:23]=[CH:22][CH:21]=3)[O:9][N:8]=2)=[CH:17][CH:16]=1. The yield is 0.770. (6) The reactants are Br[C:2]1[N:6]([S:7]([C:10]2[CH:15]=[CH:14][CH:13]=[CH:12][CH:11]=2)(=[O:9])=[O:8])[CH:5]=[C:4]([CH:16]=[O:17])[C:3]=1[CH3:18].[S:19]1[CH:23]=[CH:22][C:21](B(O)O)=[CH:20]1.C(=O)([O-])[O-].[Na+].[Na+].O. The catalyst is COCCOC. The product is [CH3:18][C:3]1[C:4]([CH:16]=[O:17])=[CH:5][N:6]([S:7]([C:10]2[CH:15]=[CH:14][CH:13]=[CH:12][CH:11]=2)(=[O:9])=[O:8])[C:2]=1[C:21]1[CH:22]=[CH:23][S:19][CH:20]=1. The yield is 0.830.